Dataset: Full USPTO retrosynthesis dataset with 1.9M reactions from patents (1976-2016). Task: Predict the reactants needed to synthesize the given product. (1) Given the product [CH3:1][C:2]1([C:7]2[CH:8]=[C:9]([CH2:13][CH2:14][CH2:15][NH2:16])[CH:10]=[CH:11][CH:12]=2)[O:3][CH2:4][CH2:5][O:6]1, predict the reactants needed to synthesize it. The reactants are: [CH3:1][C:2]1([C:7]2[CH:8]=[C:9]([CH2:13][CH2:14][CH2:15][N:16]3C(=O)C4C(=CC=CC=4)C3=O)[CH:10]=[CH:11][CH:12]=2)[O:6][CH2:5][CH2:4][O:3]1.FC(F)(F)C(C1C=CC(CCCN2C(=O)C3C(=CC=CC=3)C2=O)=CC=1)O. (2) Given the product [N:1]([CH2:6][C:7]([C:9]1[CH:10]=[CH:11][C:12]2[N:16]=[C:15]([C@@H:17]3[CH2:21][CH2:20][CH2:19][N:18]3[C:22]([O:24][C:25]([CH3:28])([CH3:27])[CH3:26])=[O:23])[NH:14][C:13]=2[CH:29]=1)=[O:8])=[N+:2]=[N-:3], predict the reactants needed to synthesize it. The reactants are: [N-:1]=[N+:2]=[N-:3].[Na+].Cl[CH2:6][C:7]([C:9]1[CH:10]=[CH:11][C:12]2[N:16]=[C:15]([C@@H:17]3[CH2:21][CH2:20][CH2:19][N:18]3[C:22]([O:24][C:25]([CH3:28])([CH3:27])[CH3:26])=[O:23])[NH:14][C:13]=2[CH:29]=1)=[O:8].